This data is from Forward reaction prediction with 1.9M reactions from USPTO patents (1976-2016). The task is: Predict the product of the given reaction. Given the reactants C(OC([NH:8][CH2:9][CH:10]1[CH2:15][CH2:14][N:13]([C:16]2[N:20]([CH3:21])[N:19]=[CH:18][C:17]=2[NH:22][C:23]([C:25]2[N:26]=[C:27](Br)[S:28][C:29]=2[NH:30]C(=O)OC(C)(C)C)=[O:24])[CH2:12][CH2:11]1)=O)CCC.[C:39]1(B2OC(C)(C)C(C)(C)O2)[CH2:45][CH2:44][CH2:43][CH2:42][CH2:41][CH:40]=1, predict the reaction product. The product is: [NH2:30][C:29]1[S:28][C:27]([C:39]2=[CH:40][CH2:41][CH2:42][CH2:43][CH2:44][CH2:45]2)=[N:26][C:25]=1[C:23]([NH:22][C:17]1[CH:18]=[N:19][N:20]([CH3:21])[C:16]=1[N:13]1[CH2:14][CH2:15][CH:10]([CH2:9][NH2:8])[CH2:11][CH2:12]1)=[O:24].